This data is from Forward reaction prediction with 1.9M reactions from USPTO patents (1976-2016). The task is: Predict the product of the given reaction. (1) Given the reactants B(Br)(Br)Br.[F:5][C:6]([F:36])([F:35])[C:7]([N:9]1[CH2:18][CH2:17][C:16]2[C:11](=[CH:12][CH:13]=[C:14]([O:19]C)[CH:15]=2)[CH:10]1[C:21]1[CH:26]=[CH:25][C:24]([O:27][CH2:28][CH2:29][N:30]2[CH2:34][CH2:33][CH2:32][CH2:31]2)=[CH:23][CH:22]=1)=[O:8].CO, predict the reaction product. The product is: [F:35][C:6]([F:5])([F:36])[C:7]([N:9]1[CH2:18][CH2:17][C:16]2[C:11](=[CH:12][CH:13]=[C:14]([OH:19])[CH:15]=2)[CH:10]1[C:21]1[CH:22]=[CH:23][C:24]([O:27][CH2:28][CH2:29][N:30]2[CH2:31][CH2:32][CH2:33][CH2:34]2)=[CH:25][CH:26]=1)=[O:8]. (2) Given the reactants [N:1]1[CH:6]=[CH:5][CH:4]=[CH:3][C:2]=1[CH2:7][O:8][C:9]1[N:14]=[C:13]2[CH2:15][CH2:16][CH2:17][C:12]2=[C:11](B2OC(C)(C)C(C)(C)O2)[CH:10]=1.Br[C:28]1[CH:29]=[C:30]([OH:34])[CH:31]=[N:32][CH:33]=1.C(Cl)Cl.C(=O)([O-])[O-].[K+].[K+], predict the reaction product. The product is: [N:1]1[CH:6]=[CH:5][CH:4]=[CH:3][C:2]=1[CH2:7][O:8][C:9]1[N:14]=[C:13]2[CH2:15][CH2:16][CH2:17][C:12]2=[C:11]([C:28]2[CH:29]=[C:30]([OH:34])[CH:31]=[N:32][CH:33]=2)[CH:10]=1. (3) The product is: [C:1](=[O:19])([O:2][CH3:3])[O:4][C:5]1[CH:10]=[C:9]([NH2:11])[CH:8]=[CH:7][C:6]=1[O:14][C:15]([F:18])([F:17])[F:16]. Given the reactants [C:1](=[O:19])([O:4][C:5]1[CH:10]=[C:9]([N+:11]([O-])=O)[CH:8]=[CH:7][C:6]=1[O:14][C:15]([F:18])([F:17])[F:16])[O:2][CH3:3], predict the reaction product. (4) Given the reactants [CH3:1][C:2]1[CH:25]=[CH:24][CH:23]=[C:22]([CH3:26])[C:3]=1[C:4]([NH:6][CH:7]([C:14]12[N:20]([CH3:21])[CH:17]([CH2:18][CH2:19]1)[CH2:16][CH2:15]2)[C:8]1[CH:13]=[CH:12][CH:11]=[CH:10][CH:9]=1)=[O:5].C(=O)=O.O.[C:31]([OH:43])(=[O:42])[CH2:32][C:33]([CH2:38][C:39]([OH:41])=[O:40])([C:35]([OH:37])=[O:36])[OH:34].CO, predict the reaction product. The product is: [C:31]([OH:43])(=[O:42])[CH2:32][C:33]([CH2:38][C:39]([OH:41])=[O:40])([C:35]([OH:37])=[O:36])[OH:34].[CH3:1][C:2]1[CH:25]=[CH:24][CH:23]=[C:22]([CH3:26])[C:3]=1[C:4]([NH:6][C@H:7]([C:14]12[N:20]([CH3:21])[CH:17]([CH2:18][CH2:19]1)[CH2:16][CH2:15]2)[C:8]1[CH:13]=[CH:12][CH:11]=[CH:10][CH:9]=1)=[O:5].[C:31]([OH:43])(=[O:42])[CH2:32][C:33]([CH2:38][C:39]([OH:41])=[O:40])([C:35]([OH:37])=[O:36])[OH:34].[CH3:1][C:2]1[CH:25]=[CH:24][CH:23]=[C:22]([CH3:26])[C:3]=1[C:4]([NH:6][C@@H:7]([C:14]12[N:20]([CH3:21])[CH:17]([CH2:18][CH2:19]1)[CH2:16][CH2:15]2)[C:8]1[CH:13]=[CH:12][CH:11]=[CH:10][CH:9]=1)=[O:5]. (5) Given the reactants [Cl:1][C:2]1[CH:3]=[CH:4][CH:5]=[C:6]2[C:10]=1[C:9](=[O:11])[NH:8][CH2:7]2.[H-].[Na+].Br[CH:15]([CH:21]([CH3:23])[CH3:22])[C:16]([O:18][CH2:19][CH3:20])=[O:17].[Cl-].[NH4+], predict the reaction product. The product is: [Cl:1][C:2]1[CH:3]=[CH:4][CH:5]=[C:6]2[C:10]=1[C:9](=[O:11])[N:8]([CH:15]([CH:21]([CH3:23])[CH3:22])[C:16]([O:18][CH2:19][CH3:20])=[O:17])[CH2:7]2.